Regression. Given two drug SMILES strings and cell line genomic features, predict the synergy score measuring deviation from expected non-interaction effect. From a dataset of NCI-60 drug combinations with 297,098 pairs across 59 cell lines. (1) Drug 1: C1=CC(=CC=C1CCC2=CNC3=C2C(=O)NC(=N3)N)C(=O)NC(CCC(=O)O)C(=O)O. Drug 2: CN(C(=O)NC(C=O)C(C(C(CO)O)O)O)N=O. Cell line: MDA-MB-231. Synergy scores: CSS=16.0, Synergy_ZIP=-4.11, Synergy_Bliss=-1.94, Synergy_Loewe=-0.492, Synergy_HSA=0.552. (2) Drug 1: CC1=CC2C(CCC3(C2CCC3(C(=O)C)OC(=O)C)C)C4(C1=CC(=O)CC4)C. Drug 2: CS(=O)(=O)CCNCC1=CC=C(O1)C2=CC3=C(C=C2)N=CN=C3NC4=CC(=C(C=C4)OCC5=CC(=CC=C5)F)Cl. Cell line: HOP-62. Synergy scores: CSS=-2.88, Synergy_ZIP=1.70, Synergy_Bliss=0.950, Synergy_Loewe=-4.18, Synergy_HSA=-4.74.